From a dataset of Full USPTO retrosynthesis dataset with 1.9M reactions from patents (1976-2016). Predict the reactants needed to synthesize the given product. (1) Given the product [C:26]([C:23]1[CH:24]=[CH:25][C:20]([N:9]2[CH:8]([C:5]3[CH:6]=[CH:7][C:2]([C:33]#[N:34])=[CH:3][CH:4]=3)[CH2:12][CH2:11][CH:10]2[C:13]2[CH:18]=[CH:17][C:16]([C:30]#[N:31])=[CH:15][CH:14]=2)=[CH:21][CH:22]=1)([CH3:28])([CH3:29])[CH3:27], predict the reactants needed to synthesize it. The reactants are: Br[C:2]1[CH:7]=[CH:6][C:5]([CH:8]2[CH2:12][CH2:11][CH:10]([C:13]3[CH:18]=[CH:17][C:16](Br)=[CH:15][CH:14]=3)[N:9]2[C:20]2[CH:25]=[CH:24][C:23]([C:26]([CH3:29])([CH3:28])[CH3:27])=[CH:22][CH:21]=2)=[CH:4][CH:3]=1.[C:30]([Cu])#[N:31].[CH3:33][NH:34]C.O. (2) Given the product [Br:1][C:2]1[CH:16]=[CH:15][CH:14]=[C:13]2[C:3]=1[CH2:4][CH2:5][N:6]([C:7](=[O:12])[C:8]([F:10])([F:11])[F:9])[CH2:17]2, predict the reactants needed to synthesize it. The reactants are: [Br:1][C:2]1[CH:16]=[CH:15][CH:14]=[CH:13][C:3]=1[CH2:4][CH2:5][NH:6][C:7](=[O:12])[C:8]([F:11])([F:10])[F:9].[CH2:17]=O.S(=O)(=O)(O)O. (3) Given the product [CH:23]1([CH2:26][O:20][C:17]2[CH:18]=[CH:19][C:14]([CH2:13][C:10]3[CH:9]=[C:8]([C:7]4[C:2]([NH2:1])=[N:3][CH:4]=[CH:5][CH:6]=4)[O:12][N:11]=3)=[CH:15][CH:16]=2)[CH2:25][CH2:24]1, predict the reactants needed to synthesize it. The reactants are: [NH2:1][C:2]1[C:7]([C:8]2[O:12][N:11]=[C:10]([CH2:13][C:14]3[CH:19]=[CH:18][C:17]([OH:20])=[CH:16][CH:15]=3)[CH:9]=2)=[CH:6][CH:5]=[CH:4][N:3]=1.[OH-].[Na+].[CH:23]1([CH2:26]Br)[CH2:25][CH2:24]1.[I-].[Na+]. (4) Given the product [Cl:2][C:3]1[CH:8]=[C:7]([N:9]2[C:17]([CH3:18])=[C:13]([CH3:12])[C:14]([CH3:15])=[N:10]2)[CH:6]=[CH:5][C:4]=1[OH:11], predict the reactants needed to synthesize it. The reactants are: Cl.[Cl:2][C:3]1[CH:8]=[C:7]([NH:9][NH2:10])[CH:6]=[CH:5][C:4]=1[OH:11].[CH3:12][CH:13]([C:17](=O)[CH3:18])[C:14](=O)[CH3:15].